This data is from Peptide-MHC class I binding affinity with 185,985 pairs from IEDB/IMGT. The task is: Regression. Given a peptide amino acid sequence and an MHC pseudo amino acid sequence, predict their binding affinity value. This is MHC class I binding data. (1) The peptide sequence is APAKKAAPA. The MHC is HLA-B07:02 with pseudo-sequence HLA-B07:02. The binding affinity (normalized) is 0.898. (2) The peptide sequence is VTMTLWYMW. The MHC is HLA-B53:01 with pseudo-sequence HLA-B53:01. The binding affinity (normalized) is 0.275. (3) The peptide sequence is NYSKFWYLEH. The MHC is HLA-A03:01 with pseudo-sequence HLA-A03:01. The binding affinity (normalized) is 0. (4) The peptide sequence is WASRELERF. The MHC is HLA-A33:01 with pseudo-sequence HLA-A33:01. The binding affinity (normalized) is 0. (5) The peptide sequence is EEEYFMCFKY. The MHC is HLA-B45:01 with pseudo-sequence HLA-B45:01. The binding affinity (normalized) is 0.302. (6) The peptide sequence is QYISSEATTPT. The MHC is Patr-A0901 with pseudo-sequence Patr-A0901. The binding affinity (normalized) is 0.466.